From a dataset of Full USPTO retrosynthesis dataset with 1.9M reactions from patents (1976-2016). Predict the reactants needed to synthesize the given product. (1) Given the product [N:20]1[CH:25]=[CH:24][CH:23]=[CH:22][C:21]=1[C:26]#[C:27][C:28]1[CH:33]=[CH:32][C:31]([S:34]([NH:12][CH2:11][C:4]2[C:5]3[C:10](=[CH:9][CH:8]=[CH:7][CH:6]=3)[N:1]=[CH:2][CH:3]=2)(=[O:36])=[O:35])=[CH:30][CH:29]=1, predict the reactants needed to synthesize it. The reactants are: [N:1]1[C:10]2[C:5](=[CH:6][CH:7]=[CH:8][CH:9]=2)[C:4]([CH2:11][NH2:12])=[CH:3][CH:2]=1.C(N(CC)CC)C.[N:20]1[CH:25]=[CH:24][CH:23]=[CH:22][C:21]=1[C:26]#[C:27][C:28]1[CH:33]=[CH:32][C:31]([S:34](Cl)(=[O:36])=[O:35])=[CH:30][CH:29]=1.O. (2) Given the product [Cl:1][C:2]1[CH:7]=[CH:6][C:5]([S:8]([NH:17][CH3:15])(=[O:10])=[O:9])=[CH:4][CH:3]=1, predict the reactants needed to synthesize it. The reactants are: [Cl:1][C:2]1[CH:7]=[CH:6][C:5]([S:8](Cl)(=[O:10])=[O:9])=[CH:4][CH:3]=1.Cl.CN.[CH2:15]([N:17](CC)CC)C.CCOC(C)=O.